Dataset: Experimental lipophilicity measurements (octanol/water distribution) for 4,200 compounds from AstraZeneca. Task: Regression/Classification. Given a drug SMILES string, predict its absorption, distribution, metabolism, or excretion properties. Task type varies by dataset: regression for continuous measurements (e.g., permeability, clearance, half-life) or binary classification for categorical outcomes (e.g., BBB penetration, CYP inhibition). For this dataset (lipophilicity_astrazeneca), we predict Y. (1) The drug is COc1ccc(-c2c(C)c3ccc(OC)cc3oc2=O)cc1. The Y is 3.31 logD. (2) The compound is Cc1ccc(-c2cccc(-c3nn[nH]n3)c2)cc1. The Y is 1.30 logD.